The task is: Predict the product of the given reaction.. This data is from Forward reaction prediction with 1.9M reactions from USPTO patents (1976-2016). (1) Given the reactants [NH2:1][C:2]1[CH:7]=[C:6]([Cl:8])[CH:5]=[CH:4][C:3]=1[C:9]([C:11]1[CH:16]=[CH:15][CH:14]=[CH:13][C:12]=1[F:17])=O.[CH2:18]([O:20][C:21](=[O:28])[CH2:22][C:23](=O)[CH:24]([CH3:26])[CH3:25])[CH3:19], predict the reaction product. The product is: [CH2:18]([O:20][C:21]([C:22]1[C:23]([CH:24]([CH3:26])[CH3:25])=[N:1][C:2]2[C:3]([C:9]=1[C:11]1[CH:16]=[CH:15][CH:14]=[CH:13][C:12]=1[F:17])=[CH:4][CH:5]=[C:6]([Cl:8])[CH:7]=2)=[O:28])[CH3:19]. (2) The product is: [Br:13][C:14]1[CH:19]=[CH:18][C:17]([S:20]([NH:1][C:2]2[CH:11]=[CH:10][C:5]([C:6]([O:8][CH3:9])=[O:7])=[C:4]([F:12])[CH:3]=2)(=[O:22])=[O:21])=[C:16]([CH3:24])[CH:15]=1. Given the reactants [NH2:1][C:2]1[CH:11]=[CH:10][C:5]([C:6]([O:8][CH3:9])=[O:7])=[C:4]([F:12])[CH:3]=1.[Br:13][C:14]1[CH:19]=[CH:18][C:17]([S:20](Cl)(=[O:22])=[O:21])=[C:16]([CH3:24])[CH:15]=1.N1C=CC=CC=1, predict the reaction product. (3) Given the reactants [NH2:1][C:2]1[C:3](/[C:9](=[N:15]\[H])/[NH:10][O:11][C:12](=O)[CH3:13])=[N:4][C:5]([Br:8])=[CH:6][N:7]=1.CC(O)=O.C([O-])(O)=O.[Na+], predict the reaction product. The product is: [Br:8][C:5]1[N:4]=[C:3]([C:9]2[N:15]=[C:12]([CH3:13])[O:11][N:10]=2)[C:2]([NH2:1])=[N:7][CH:6]=1. (4) Given the reactants [I:1]I.[C:3]([O:6][C:7]1[CH:8]=[C:9]([C:15]#[C:16][CH2:17][CH2:18][S:19]CC2C=CC=CC=2)[CH:10]=[CH:11][C:12]=1[O:13][CH3:14])(=[O:5])[CH3:4], predict the reaction product. The product is: [C:3]([O:6][C:7]1[CH:8]=[C:9]([C:15]2[S:19][CH2:18][CH2:17][C:16]=2[I:1])[CH:10]=[CH:11][C:12]=1[O:13][CH3:14])(=[O:5])[CH3:4]. (5) Given the reactants [F:1][C:2]1[CH:3]=[C:4]([C@H:8]2[CH2:12][CH2:11][CH2:10][N:9]2[C:13]2[CH:18]=[CH:17][N:16]3[N:19]=[CH:20][C:21]([NH2:22])=[C:15]3[N:14]=2)[CH:5]=[N:6][CH:7]=1.C1N=CN([C:28]([N:30]2[CH:34]=N[CH:32]=[CH:31]2)=[O:29])C=1.N1CC[C@H:37]([OH:40])C1, predict the reaction product. The product is: [F:1][C:2]1[CH:3]=[C:4]([C@H:8]2[CH2:12][CH2:11][CH2:10][N:9]2[C:13]2[CH:18]=[CH:17][N:16]3[N:19]=[CH:20][C:21]([NH:22][C:28]([N:30]4[CH2:31][CH2:32][C@H:37]([OH:40])[CH2:34]4)=[O:29])=[C:15]3[N:14]=2)[CH:5]=[N:6][CH:7]=1. (6) Given the reactants I[C:2]1[C:3]([NH:10][C:11]2[CH:12]=[N:13][C:14]([O:17][CH3:18])=[CH:15][CH:16]=2)=[N:4][C:5]([O:8][CH3:9])=[N:6][CH:7]=1.[CH3:19][C:20]1[N:25]=[C:24]([S:26][CH3:27])[N:23]=[C:22]([Sn](CCCC)(CCCC)CCCC)[N:21]=1.[F-].[Cs+].O1CCOCC1, predict the reaction product. The product is: [CH3:9][O:8][C:5]1[N:4]=[C:3]([NH:10][C:11]2[CH:12]=[N:13][C:14]([O:17][CH3:18])=[CH:15][CH:16]=2)[C:2]([C:22]2[N:21]=[C:20]([CH3:19])[N:25]=[C:24]([S:26][CH3:27])[N:23]=2)=[CH:7][N:6]=1. (7) Given the reactants O(S(C(F)(F)F)(=O)=O)S(C(F)(F)F)(=O)=O.[CH2:16]([O:23][N:24]1[C:30](=[O:31])[N:29]2[CH2:32][C@H:25]1[CH2:26][CH2:27][C@H:28]2[C:33]([NH:35][NH:36][C:37](=[O:49])[CH2:38][CH2:39][N:40]([CH3:48])[C:41](=[O:47])[O:42][C:43]([CH3:46])([CH3:45])[CH3:44])=O)[C:17]1[CH:22]=[CH:21][CH:20]=[CH:19][CH:18]=1.N1C=CC=CC=1.C([O-])(O)=O.[Na+], predict the reaction product. The product is: [CH2:16]([O:23][N:24]1[C:30](=[O:31])[N:29]2[CH2:32][C@H:25]1[CH2:26][CH2:27][C@H:28]2[C:33]1[O:49][C:37]([CH2:38][CH2:39][N:40]([CH3:48])[C:41](=[O:47])[O:42][C:43]([CH3:44])([CH3:45])[CH3:46])=[N:36][N:35]=1)[C:17]1[CH:22]=[CH:21][CH:20]=[CH:19][CH:18]=1. (8) The product is: [CH2:1]([O:8][C:9]1[CH:10]=[C:11]([CH:16]=[C:17]([O:19][CH3:20])[CH:18]=1)[C:12]([O:14][CH3:15])=[O:13])[C:2]1[CH:3]=[CH:4][CH:5]=[CH:6][CH:7]=1. Given the reactants [CH2:1]([O:8][C:9]1[CH:10]=[C:11]([CH:16]=[C:17]([OH:19])[CH:18]=1)[C:12]([O:14][CH3:15])=[O:13])[C:2]1[CH:7]=[CH:6][CH:5]=[CH:4][CH:3]=1.[C:20](=O)([O-])[O-].[K+].[K+].IC, predict the reaction product.